From a dataset of Full USPTO retrosynthesis dataset with 1.9M reactions from patents (1976-2016). Predict the reactants needed to synthesize the given product. (1) Given the product [CH3:13][O:12][C:10]([C:9]1[CH:14]=[C:15]([OH:17])[C:6]2[C:5](=[C:4]([O:18][CH3:19])[CH:3]=[C:2]([Br:1])[CH:7]=2)[N:8]=1)=[O:11], predict the reactants needed to synthesize it. The reactants are: [Br:1][C:2]1[CH:7]=[CH:6][C:5]([NH:8][C:9](=[CH:14][C:15]([O-:17])=O)[C:10]([O:12][CH3:13])=[O:11])=[C:4]([O:18][CH3:19])[CH:3]=1. (2) Given the product [OH:20][C@H:18]([CH3:19])[C@H:14]([N:11]1[CH2:10][C:9]2([CH2:21][CH2:22][CH2:23][N:8]2[C:6]([O:5][C:1]([CH3:2])([CH3:4])[CH3:3])=[O:7])[C:12]1=[O:13])[C:15](=[O:16])[NH:62][CH2:61][C:56]1[N:57]=[CH:58][CH:59]=[CH:60][N:55]=1, predict the reactants needed to synthesize it. The reactants are: [C:1]([O:5][C:6]([N:8]1[CH2:23][CH2:22][CH2:21][C:9]21[C:12](=[O:13])[N:11]([C@@H:14]([C@H:18]([OH:20])[CH3:19])[C:15](O)=[O:16])[CH2:10]2)=[O:7])([CH3:4])([CH3:3])[CH3:2].CCN(C(C)C)C(C)C.CCN=C=NCCCN(C)C.Cl.C1C=CC2N(O)N=NC=2C=1.[N:55]1[CH:60]=[CH:59][CH:58]=[N:57][C:56]=1[CH2:61][NH2:62]. (3) Given the product [NH2:1][CH2:4][C:5]1[CH:10]=[CH:9][C:8]([CH2:11][CH2:12][C:13]2[N:14]=[C:15]([NH:18][C:19](=[O:21])[CH3:20])[S:16][CH:17]=2)=[CH:7][C:6]=1[F:22], predict the reactants needed to synthesize it. The reactants are: [N:1]([CH2:4][C:5]1[CH:10]=[CH:9][C:8]([CH2:11][CH2:12][C:13]2[N:14]=[C:15]([NH:18][C:19](=[O:21])[CH3:20])[S:16][CH:17]=2)=[CH:7][C:6]=1[F:22])=[N+]=[N-].CO. (4) Given the product [CH:1]([C:3]1[O:4][C:5]([C:12]2[CH:13]=[N:14][CH:15]=[C:16]([CH:20]=2)[C:17]([OH:19])=[O:18])=[CH:6][CH:7]=1)=[O:2], predict the reactants needed to synthesize it. The reactants are: [CH:1]([C:3]1[O:4][C:5](B(O)O)=[CH:6][CH:7]=1)=[O:2].Br[C:12]1[CH:13]=[N:14][CH:15]=[C:16]([CH:20]=1)[C:17]([OH:19])=[O:18].C(=O)([O-])[O-].[Na+].[Na+].O1CCOCC1. (5) Given the product [N+:26]([C:23]1[CH:24]=[CH:25][C:20]([NH:10][C:9]2[CH:11]=[CH:12][C:6]([O:5][Si:4]([CH:16]([CH3:18])[CH3:17])([CH:2]([CH3:1])[CH3:3])[CH:13]([CH3:15])[CH3:14])=[CH:7][CH:8]=2)=[CH:21][C:22]=1[C:29]([F:30])([F:31])[F:32])([O-:28])=[O:27], predict the reactants needed to synthesize it. The reactants are: [CH3:1][CH:2]([Si:4]([CH:16]([CH3:18])[CH3:17])([CH:13]([CH3:15])[CH3:14])[O:5][C:6]1[CH:12]=[CH:11][C:9]([NH2:10])=[CH:8][CH:7]=1)[CH3:3].Br[C:20]1[CH:25]=[CH:24][C:23]([N+:26]([O-:28])=[O:27])=[C:22]([C:29]([F:32])([F:31])[F:30])[CH:21]=1.C(O[Na])(C)(C)C.